From a dataset of Forward reaction prediction with 1.9M reactions from USPTO patents (1976-2016). Predict the product of the given reaction. Given the reactants [CH2:1]([O:8][CH2:9][CH:10]1[CH2:12][N:11]1[CH2:13][C:14]([O:16]C)=O)[C:2]1[CH:7]=[CH:6][CH:5]=[CH:4][CH:3]=1.[F:18][C:19]1[CH:26]=[CH:25][C:22]([CH2:23][NH2:24])=[CH:21][CH:20]=1.B(F)(F)F.[CH3:31][CH2:32][O:33]CC.C(N(CC)CC)C.C(OC(=O)C)(=O)C, predict the reaction product. The product is: [C:32]([N:11]1[CH:10]([CH2:9][O:8][CH2:1][C:2]2[CH:3]=[CH:4][CH:5]=[CH:6][CH:7]=2)[CH2:12][N:24]([CH2:23][C:22]2[CH:25]=[CH:26][C:19]([F:18])=[CH:20][CH:21]=2)[C:14](=[O:16])[CH2:13]1)(=[O:33])[CH3:31].